This data is from Forward reaction prediction with 1.9M reactions from USPTO patents (1976-2016). The task is: Predict the product of the given reaction. (1) The product is: [Cl:12][C:6]1[C:5]([CH2:4][NH2:1])=[CH:10][C:9]([F:11])=[CH:8][N:7]=1. Given the reactants [N:1]([CH2:4][C:5]1[C:6]([Cl:12])=[N:7][CH:8]=[C:9]([F:11])[CH:10]=1)=[N+]=[N-], predict the reaction product. (2) Given the reactants [Cl:1][C:2]1[C:3](F)=[C:4]([I:13])[C:5]([O:11][CH3:12])=[C:6]([C:8](=[O:10])[CH3:9])[CH:7]=1.[C-:15]#[N:16].[K+].C(=O)(O)[O-].[Na+].O, predict the reaction product. The product is: [C:8]([C:6]1[CH:7]=[C:2]([Cl:1])[C:3]([C:15]#[N:16])=[C:4]([I:13])[C:5]=1[O:11][CH3:12])(=[O:10])[CH3:9]. (3) Given the reactants [F:1][C:2]1[CH:32]=[C:31]([F:33])[CH:30]=[CH:29][C:3]=1[CH2:4][O:5][C:6]1[N:7]=[CH:8][N:9]([C:15]2[CH:16]=[C:17]([CH:25]=[CH:26][C:27]=2[CH3:28])[C:18]([NH:20][C@H:21](C)[CH2:22][OH:23])=[O:19])[C:10](=[O:14])[C:11]=1[CH2:12][CH3:13].N[C@H](C)CO, predict the reaction product. The product is: [F:1][C:2]1[CH:32]=[C:31]([F:33])[CH:30]=[CH:29][C:3]=1[CH2:4][O:5][C:6]1[N:7]=[CH:8][N:9]([C:15]2[CH:16]=[C:17]([CH:25]=[CH:26][C:27]=2[CH3:28])[C:18]([NH:20][CH2:21][CH2:22][OH:23])=[O:19])[C:10](=[O:14])[C:11]=1[CH2:12][CH3:13]. (4) Given the reactants [F:1][C:2]1[CH:41]=[CH:40][C:5]([C:6]([N:8]2[CH2:13][CH2:12][C:11]([CH2:15][N:16]3[C:21](=[O:22])[C:20]4[CH:23]=[N:24][N:25]([C:26]5[CH:31]=[CH:30][C:29](/[CH:32]=[CH:33]/[C:34]6[CH:39]=[CH:38][CH:37]=[CH:36][N:35]=6)=[CH:28][CH:27]=5)[C:19]=4[N:18]=[CH:17]3)([OH:14])[CH2:10][CH2:9]2)=[O:7])=[CH:4][CH:3]=1, predict the reaction product. The product is: [F:1][C:2]1[CH:41]=[CH:40][C:5]([C:6]([N:8]2[CH2:13][CH2:12][C:11]([CH2:15][N:16]3[C:21](=[O:22])[C:20]4[CH:23]=[N:24][N:25]([C:26]5[CH:31]=[CH:30][C:29]([CH2:32][CH2:33][CH:34]6[CH2:39][CH2:38][CH2:37][CH2:36][NH:35]6)=[CH:28][CH:27]=5)[C:19]=4[N:18]=[CH:17]3)([OH:14])[CH2:10][CH2:9]2)=[O:7])=[CH:4][CH:3]=1. (5) The product is: [F:8][C:4]1[CH:5]=[CH:6][CH:7]=[C:2]([F:1])[C:3]=1[N:9]1[C:14]2[N:15]=[C:16]([NH:47][CH2:46][C:42]3[NH:41][CH:45]=[CH:44][N:43]=3)[N:17]=[C:18]([C:19]3[CH:20]=[C:21]([NH:26][C:27]([C:29]4[S:30][CH:31]=[CH:32][CH:33]=4)=[O:28])[CH:22]=[CH:23][C:24]=3[CH3:25])[C:13]=2[CH:12]=[CH:11][C:10]1=[O:38]. Given the reactants [F:1][C:2]1[CH:7]=[CH:6][CH:5]=[C:4]([F:8])[C:3]=1[N:9]1[C:14]2[N:15]=[C:16](S(C)(=O)=O)[N:17]=[C:18]([C:19]3[CH:20]=[C:21]([NH:26][C:27]([C:29]4[S:30][CH:31]=[CH:32][CH:33]=4)=[O:28])[CH:22]=[CH:23][C:24]=3[CH3:25])[C:13]=2[CH:12]=[CH:11][C:10]1=[O:38].Cl.Cl.[NH:41]1[CH:45]=[CH:44][N:43]=[C:42]1[CH2:46][NH2:47], predict the reaction product.